This data is from NCI-60 drug combinations with 297,098 pairs across 59 cell lines. The task is: Regression. Given two drug SMILES strings and cell line genomic features, predict the synergy score measuring deviation from expected non-interaction effect. (1) Drug 1: C1CCC(CC1)NC(=O)N(CCCl)N=O. Synergy scores: CSS=34.7, Synergy_ZIP=-2.37, Synergy_Bliss=-7.69, Synergy_Loewe=-44.6, Synergy_HSA=-8.49. Cell line: OVCAR3. Drug 2: CC1C(C(CC(O1)OC2CC(CC3=C2C(=C4C(=C3O)C(=O)C5=CC=CC=C5C4=O)O)(C(=O)C)O)N)O. (2) Drug 1: CC1=C2C(C(=O)C3(C(CC4C(C3C(C(C2(C)C)(CC1OC(=O)C(C(C5=CC=CC=C5)NC(=O)OC(C)(C)C)O)O)OC(=O)C6=CC=CC=C6)(CO4)OC(=O)C)OC)C)OC. Drug 2: C1CC(=O)NC(=O)C1N2CC3=C(C2=O)C=CC=C3N. Cell line: BT-549. Synergy scores: CSS=60.2, Synergy_ZIP=5.81, Synergy_Bliss=6.66, Synergy_Loewe=3.47, Synergy_HSA=8.54.